Dataset: Rat liver microsome stability data. Task: Regression/Classification. Given a drug SMILES string, predict its absorption, distribution, metabolism, or excretion properties. Task type varies by dataset: regression for continuous measurements (e.g., permeability, clearance, half-life) or binary classification for categorical outcomes (e.g., BBB penetration, CYP inhibition). Dataset: rlm. (1) The compound is COc1cc2c(cc1-c1c(C)noc1C)[nH]c1nc(C)nc(-c3ccnc4ccccc34)c12. The result is 0 (unstable in rat liver microsomes). (2) The compound is CS(=O)(=O)N1CCN(C(=O)c2cnc3ccc(F)cc3c2N2CCC(C#N)CC2)CC1. The result is 0 (unstable in rat liver microsomes). (3) The result is 0 (unstable in rat liver microsomes). The drug is Cc1c2c(n3c1CC(=O)N(C)CC[C@H](C)Nc1cc-3ccc1C(N)=O)CC(C)(C)CC2=O. (4) The molecule is Cc1cccc(N(C)c2nc3ccccc3c3nnc(C)n23)c1. The result is 1 (stable in rat liver microsomes). (5) The compound is CCOc1ccc(CCNC(=O)c2cc3sccc3n2Cc2ccccc2)cc1OCC. The result is 1 (stable in rat liver microsomes). (6) The compound is NCCNS(=O)(=O)c1ccc(NC2CCCCC2)c(NCc2ccccc2)c1. The result is 0 (unstable in rat liver microsomes). (7) The compound is CC(C)NC(=O)c1cccc(-c2cc(-c3ccc(CNC4CC4)cc3)[nH]n2)c1. The result is 1 (stable in rat liver microsomes). (8) The molecule is Cc1cc(C)c(CNC(=O)c2nc(-c3ccc(CN(C)C)cc3)cc3c2ccn3C(C)C)c(O)n1. The result is 0 (unstable in rat liver microsomes). (9) The molecule is Cc1noc(C=Cc2ccccc2F)c1S(=O)(=O)N1CCC(C(=O)Nc2ccc(C#N)cc2)CC1. The result is 1 (stable in rat liver microsomes).